From a dataset of Catalyst prediction with 721,799 reactions and 888 catalyst types from USPTO. Predict which catalyst facilitates the given reaction. (1) Reactant: [CH2:1]([C:4]1([S:7]([N:10]2[C:21]3[C:13](=[C:14]([F:23])[C:15](=[O:22])[N:16]4[C:20]=3[CH2:19][CH2:18][CH2:17]4)[N:12]([C:24]3[CH:29]=[CH:28][C:27]([I:30])=[CH:26][C:25]=3[F:31])C2=O)(=[O:9])=[O:8])[CH2:6][CH2:5]1)[CH:2]=[CH2:3].CO. Product: [F:23][C:14]1[C:15](=[O:22])[N:16]2[C:20](=[C:21]([NH:10][S:7]([C:4]3([CH2:1][CH:2]=[CH2:3])[CH2:6][CH2:5]3)(=[O:8])=[O:9])[C:13]=1[NH:12][C:24]1[CH:29]=[CH:28][C:27]([I:30])=[CH:26][C:25]=1[F:31])[CH2:19][CH2:18][CH2:17]2. The catalyst class is: 76. (2) The catalyst class is: 10. Product: [Br:6][C:7]1[CH:8]=[C:9]([CH:13]=[C:14]([Br:17])[C:15]=1[F:16])[C:10]#[N:12]. Reactant: P(Cl)(Cl)(Cl)=O.[Br:6][C:7]1[CH:8]=[C:9]([CH:13]=[C:14]([Br:17])[C:15]=1[F:16])[C:10]([NH2:12])=O. (3) Reactant: [CH3:1][N:2]1[C:10]2[C:5](=[CH:6][C:7]([N+:11]([O-])=O)=[CH:8][CH:9]=2)[C:4]([C:14]2[CH:18]=[CH:17][N:16]([C:19]([O:21][C:22]([CH3:25])([CH3:24])[CH3:23])=[O:20])[CH:15]=2)=[CH:3]1. Product: [NH2:11][C:7]1[CH:6]=[C:5]2[C:10](=[CH:9][CH:8]=1)[N:2]([CH3:1])[CH:3]=[C:4]2[CH:14]1[CH2:18][CH2:17][N:16]([C:19]([O:21][C:22]([CH3:25])([CH3:24])[CH3:23])=[O:20])[CH2:15]1. The catalyst class is: 687. (4) Reactant: [Br:1][C:2]1[C:10]2[C:5](=[C:6]([O:18][C:19]3[CH:24]=[CH:23][C:22]([S:25]([CH3:28])(=[O:27])=[O:26])=[CH:21][CH:20]=3)[CH:7]=[C:8]([C:11]3[C:16]([Cl:17])=[CH:15][CH:14]=[CH:13][N:12]=3)[CH:9]=2)[NH:4][N:3]=1.[C:29](O[C:29]([O:31][C:32]([CH3:35])([CH3:34])[CH3:33])=[O:30])([O:31][C:32]([CH3:35])([CH3:34])[CH3:33])=[O:30]. Product: [Br:1][C:2]1[C:10]2[C:5](=[C:6]([O:18][C:19]3[CH:20]=[CH:21][C:22]([S:25]([CH3:28])(=[O:27])=[O:26])=[CH:23][CH:24]=3)[CH:7]=[C:8]([C:11]3[C:16]([Cl:17])=[CH:15][CH:14]=[CH:13][N:12]=3)[CH:9]=2)[N:4]([C:29]([O:31][C:32]([CH3:35])([CH3:34])[CH3:33])=[O:30])[N:3]=1. The catalyst class is: 594. (5) Reactant: [C:1]([C:3]1[C:4]([NH:30][CH2:31][CH2:32][O:33][CH3:34])=[CH:5][C:6]([NH:9][C:10]([N:12]2[C:21]3[C:16](=[CH:17][C:18]([CH:27]([OH:29])[CH3:28])=[C:19]([CH:22]([O:25][CH3:26])[O:23][CH3:24])[N:20]=3)[CH2:15][CH2:14][CH2:13]2)=[O:11])=[N:7][CH:8]=1)#[N:2].CCN(CC)CC.[CH3:42][S:43](Cl)(=[O:45])=[O:44].CO. Product: [CH3:42][S:43]([O:29][CH:27]([C:18]1[C:19]([CH:22]([O:25][CH3:26])[O:23][CH3:24])=[N:20][C:21]2[N:12]([C:10](=[O:11])[NH:9][C:6]3[CH:5]=[C:4]([NH:30][CH2:31][CH2:32][O:33][CH3:34])[C:3]([C:1]#[N:2])=[CH:8][N:7]=3)[CH2:13][CH2:14][CH2:15][C:16]=2[CH:17]=1)[CH3:28])(=[O:45])=[O:44]. The catalyst class is: 59. (6) Reactant: [OH:1][CH2:2][CH2:3][N:4]([CH2:12][C:13]([N:15]1[CH2:20][CH2:19][S:18][C:17]2[CH:21]=[C:22]([N+:25]([O-:27])=[O:26])[CH:23]=[CH:24][C:16]1=2)=O)[C:5](=[O:11])[O:6][C:7]([CH3:10])([CH3:9])[CH3:8].B. Product: [OH:1][CH2:2][CH2:3][N:4]([CH2:12][CH2:13][N:15]1[CH2:20][CH2:19][S:18][C:17]2[CH:21]=[C:22]([N+:25]([O-:27])=[O:26])[CH:23]=[CH:24][C:16]1=2)[C:5](=[O:11])[O:6][C:7]([CH3:9])([CH3:10])[CH3:8]. The catalyst class is: 1.